Regression/Classification. Given a drug SMILES string, predict its absorption, distribution, metabolism, or excretion properties. Task type varies by dataset: regression for continuous measurements (e.g., permeability, clearance, half-life) or binary classification for categorical outcomes (e.g., BBB penetration, CYP inhibition). For this dataset (solubility_aqsoldb), we predict Y. From a dataset of Aqueous solubility values for 9,982 compounds from the AqSolDB database. (1) The compound is CCC(=O)OCSc1ncnc2c1ncn2COC(=O)CC. The Y is -2.78 log mol/L. (2) The molecule is NS(=O)(=O)c1cc2c(s1)S(=O)CCC2O. The Y is -1.35 log mol/L. (3) The compound is CN(C)C(=O)COC(=O)C1CCn2c(C(=O)c3ccccc3)ccc21. The Y is -3.03 log mol/L. (4) The molecule is FC(F)(Br)C(F)(F)Br. The Y is -4.94 log mol/L. (5) The molecule is COC(C)CCOC(C)=O. The Y is -0.688 log mol/L. (6) The molecule is CCN(C(=O)n1nnn(-c2ccccc2Cl)c1=O)C1CCCCC1. The Y is -5.18 log mol/L.